From a dataset of Catalyst prediction with 721,799 reactions and 888 catalyst types from USPTO. Predict which catalyst facilitates the given reaction. (1) The catalyst class is: 3. Product: [Br:1][C:2]1[CH:9]=[CH:8][C:5]([CH2:6][N:20]2[CH2:19][CH2:18][N:17]([C:10]([O:12][C:13]([CH3:16])([CH3:15])[CH3:14])=[O:11])[CH2:22][CH2:21]2)=[CH:4][CH:3]=1. Reactant: [Br:1][C:2]1[CH:9]=[CH:8][C:5]([CH2:6]Br)=[CH:4][CH:3]=1.[C:10]([N:17]1[CH2:22][CH2:21][NH:20][CH2:19][CH2:18]1)([O:12][C:13]([CH3:16])([CH3:15])[CH3:14])=[O:11].C([O-])([O-])=O.[K+].[K+].O. (2) Product: [OH:2][C:3]1[CH:20]=[C:19]([C:21]([N:64]2[CH2:65][CH2:66][N:61]([CH3:60])[CH2:62][CH2:63]2)=[O:23])[CH:18]=[C:17]2[C:4]=1[C@@:5]1([CH3:29])[C@H:14]([CH2:15][S:16]2(=[O:24])=[O:25])[C@:13]2([CH3:26])[C@H:8]([C:9]([CH3:28])([CH3:27])[CH2:10][CH2:11][CH2:12]2)[CH2:7][CH2:6]1. The catalyst class is: 118. Reactant: C[O:2][C:3]1[CH:20]=[C:19]([C:21]([OH:23])=O)[CH:18]=[C:17]2[C:4]=1[C@H:5]1[C@H:14]([CH2:15][S:16]2(=[O:25])=[O:24])[C@:13]2([CH3:26])[C@H:8]([C:9]([CH3:28])([CH3:27])[CH2:10][CH2:11][CH2:12]2)[CH2:7][CH2:6]1.[CH3:29]N(C(ON1N=NC2C=CC=NC1=2)=[N+](C)C)C.F[P-](F)(F)(F)(F)F.CN1CCOCC1.[CH3:60][N:61]1[CH2:66][CH2:65][NH:64][CH2:63][CH2:62]1. (3) Reactant: [F:1][C:2]1[CH:7]=[C:6]([C:8]2[N:12]3[C:13]4[CH:25]=[CH:24][CH:23]=[N:22][C:14]=4[NH:15][C:16]4[CH:21]=[CH:20][CH:19]=[CH:18][C:17]=4[C:11]3=[N:10][C:9]=2[C:26]2[CH:31]=[CH:30][CH:29]=[CH:28][C:27]=2[CH3:32])[CH:5]=[CH:4][C:3]=1[C:33]1([NH:37]C(=O)OC(C)(C)C)[CH2:36][CH2:35][CH2:34]1.[ClH:45]. Product: [ClH:45].[F:1][C:2]1[CH:7]=[C:6]([C:8]2[N:12]3[C:13]4[CH:25]=[CH:24][CH:23]=[N:22][C:14]=4[NH:15][C:16]4[CH:21]=[CH:20][CH:19]=[CH:18][C:17]=4[C:11]3=[N:10][C:9]=2[C:26]2[CH:31]=[CH:30][CH:29]=[CH:28][C:27]=2[CH3:32])[CH:5]=[CH:4][C:3]=1[C:33]1([NH2:37])[CH2:36][CH2:35][CH2:34]1. The catalyst class is: 269. (4) Reactant: [CH3:1][O:2][C:3]1[CH:4]=[C:5]([CH:29]=[CH:30][C:31]=1[O:32][CH2:33][C:34]1[N:35]=[C:36]([C:40]2[CH:45]=[CH:44][CH:43]=[CH:42][CH:41]=2)[O:37][C:38]=1[CH3:39])[CH2:6][N:7]1[C:19]2[CH:18]=[CH:17][CH:16]=[C:15]([O:20][C@@H:21]([CH2:27][CH3:28])[C:22]([O:24]CC)=[O:23])[C:14]=2[C:13]2[C:8]1=[CH:9][CH:10]=[CH:11][CH:12]=2.[OH-].[Na+].Cl. Product: [CH3:1][O:2][C:3]1[CH:4]=[C:5]([CH:29]=[CH:30][C:31]=1[O:32][CH2:33][C:34]1[N:35]=[C:36]([C:40]2[CH:45]=[CH:44][CH:43]=[CH:42][CH:41]=2)[O:37][C:38]=1[CH3:39])[CH2:6][N:7]1[C:19]2[CH:18]=[CH:17][CH:16]=[C:15]([O:20][C@@H:21]([CH2:27][CH3:28])[C:22]([OH:24])=[O:23])[C:14]=2[C:13]2[C:8]1=[CH:9][CH:10]=[CH:11][CH:12]=2. The catalyst class is: 40. (5) Reactant: [C:1]([C:3]1[CH:8]=[CH:7][C:6]([CH:9]2[CH2:14][C:13](=[O:15])[N:12]([C:16]3[CH:21]=[CH:20][CH:19]=[C:18]([C:22]([F:25])([F:24])[F:23])[CH:17]=3)[C:11]([CH3:26])=[C:10]2[C:27]([OH:29])=[O:28])=[CH:5][CH:4]=1)#[N:2].[CH:30]1N=[CH:33][N:32]([C:35](N2C=NC=C2)=O)[CH:31]=1.CN(C)CCO.C(N(CC)CC)C. Product: [C:1]([C:3]1[CH:4]=[CH:5][C:6]([CH:9]2[CH2:14][C:13](=[O:15])[N:12]([C:16]3[CH:21]=[CH:20][CH:19]=[C:18]([C:22]([F:24])([F:25])[F:23])[CH:17]=3)[C:11]([CH3:26])=[C:10]2[C:27]([O:29][CH2:30][CH2:31][N:32]([CH3:35])[CH3:33])=[O:28])=[CH:7][CH:8]=1)#[N:2]. The catalyst class is: 35. (6) Reactant: [OH:1][CH2:2][CH2:3][N:4]1[CH:8]=[CH:7][N:6]=[CH:5]1.[C:9]1(=[O:15])[O:14][C:12](=[O:13])[CH2:11][CH2:10]1. Product: [N:4]1([CH2:3][CH2:2][O:1][C:9](=[O:15])[CH2:10][CH2:11][C:12]([OH:14])=[O:13])[CH:8]=[CH:7][N:6]=[CH:5]1. The catalyst class is: 1.